This data is from Forward reaction prediction with 1.9M reactions from USPTO patents (1976-2016). The task is: Predict the product of the given reaction. Given the reactants [C:1]([C:3]1[CH:8]=[CH:7][C:6]([CH:9]([S:13]([C:16]2[CH:22]=[CH:21][C:19]([CH3:20])=[CH:18][CH:17]=2)(=[O:15])=[O:14])[NH:10][CH:11]=O)=[CH:5][CH:4]=1)#[N:2].O(Cl)Cl, predict the reaction product. The product is: [N+:10]([CH:9]([S:13]([C:16]1[CH:17]=[CH:18][C:19]([CH3:20])=[CH:21][CH:22]=1)(=[O:15])=[O:14])[C:6]1[CH:5]=[CH:4][C:3]([C:1]#[N:2])=[CH:8][CH:7]=1)#[C-:11].